This data is from Catalyst prediction with 721,799 reactions and 888 catalyst types from USPTO. The task is: Predict which catalyst facilitates the given reaction. (1) Reactant: [Si:1]([O:8][CH2:9][C:10]1[C:11]([CH:16]=O)=[N:12][CH:13]=[CH:14][CH:15]=1)([C:4]([CH3:7])([CH3:6])[CH3:5])([CH3:3])[CH3:2].[N:18]1[C:27]2[CH:26]([NH:28][CH2:29][CH2:30][CH2:31][CH2:32][N:33]3[C:41](=[O:42])[C:40]4[C:35](=[CH:36][CH:37]=[CH:38][CH:39]=4)[C:34]3=[O:43])[CH2:25][CH2:24][CH2:23][C:22]=2[CH:21]=[CH:20][CH:19]=1.[BH-](OC(C)=O)(OC(C)=O)OC(C)=O.[Na+]. Product: [Si:1]([O:8][CH2:9][C:10]1[C:11]([CH2:16][N:28]([CH:26]2[C:27]3[N:18]=[CH:19][CH:20]=[CH:21][C:22]=3[CH2:23][CH2:24][CH2:25]2)[CH2:29][CH2:30][CH2:31][CH2:32][N:33]2[C:34](=[O:43])[C:35]3[C:40](=[CH:39][CH:38]=[CH:37][CH:36]=3)[C:41]2=[O:42])=[N:12][CH:13]=[CH:14][CH:15]=1)([C:4]([CH3:5])([CH3:6])[CH3:7])([CH3:2])[CH3:3]. The catalyst class is: 2. (2) Reactant: [CH2:1]([O:3][C:4](=[O:32])[CH2:5][O:6][C:7]1[CH:12]=[C:11]([CH:13]([CH3:15])[CH3:14])[CH:10]=[CH:9][C:8]=1[CH2:16][CH2:17][NH:18][S:19]([C:22]1[CH:27]=[C:26]([C:28]#[N:29])[CH:25]=[CH:24][C:23]=1[O:30][CH3:31])(=[O:21])=[O:20])[CH3:2].Cl.Cl[CH2:35][C:36]1[N:37]=[C:38]([CH3:41])[S:39][CH:40]=1.C(=O)([O-])[O-].[K+].[K+].C(=O)(O)[O-].[Na+]. The catalyst class is: 35. Product: [C:28]([C:26]1[CH:25]=[CH:24][C:23]([O:30][CH3:31])=[C:22]([S:19]([N:18]([CH2:35][C:36]2[N:37]=[C:38]([CH3:41])[S:39][CH:40]=2)[CH2:17][CH2:16][C:8]2[CH:9]=[CH:10][C:11]([CH:13]([CH3:15])[CH3:14])=[CH:12][C:7]=2[O:6][CH2:5][C:4]([O:3][CH2:1][CH3:2])=[O:32])(=[O:20])=[O:21])[CH:27]=1)#[N:29].